From a dataset of Reaction yield outcomes from USPTO patents with 853,638 reactions. Predict the reaction yield, written as a fraction of the theoretical maximum amount of product (1.0 means a 100% yield; for example, 0.34 means a 34% yield). (1) The reactants are Br[C:2]1[CH:7]=[CH:6][CH:5]=[C:4]([O:8][CH3:9])[N:3]=1.C([Li])CCC.CN(C)[CH:17]=[O:18].[BH4-].[Na+]. The catalyst is C(OCC)(=O)C.O.O1CCCC1.C1(C)C=CC=CC=1. The product is [CH3:9][O:8][C:4]1[N:3]=[C:2]([CH2:17][OH:18])[CH:7]=[CH:6][CH:5]=1. The yield is 0.280. (2) The yield is 0.830. The catalyst is C(Cl)Cl. The reactants are [NH2:1][C:2]1[CH:7]=[C:6]([Cl:8])[CH:5]=[CH:4][C:3]=1[SH:9].[CH3:10][N:11]([CH3:16])[C:12](=[O:15])[CH:13]=[CH2:14].CC(O)=O. The product is [NH2:1][C:2]1[CH:7]=[C:6]([Cl:8])[CH:5]=[CH:4][C:3]=1[S:9][CH2:14][CH2:13][C:12]([N:11]([CH3:16])[CH3:10])=[O:15].